This data is from Catalyst prediction with 721,799 reactions and 888 catalyst types from USPTO. The task is: Predict which catalyst facilitates the given reaction. (1) The catalyst class is: 31. Product: [Cl:1][C:2]1[CH:3]=[C:4]([N:13]([CH2:20][CH3:21])[CH:14]2[CH2:19][CH2:18][O:17][CH2:16][CH2:15]2)[C:5]([CH2:11][CH3:12])=[C:6]([CH:10]=1)[C:7]([NH:55][CH2:56][C:57]1[C:58](=[O:65])[NH:59][C:60]([CH3:64])=[CH:61][C:62]=1[CH3:63])=[O:9]. Reactant: [Cl:1][C:2]1[CH:3]=[C:4]([N:13]([CH2:20][CH3:21])[CH:14]2[CH2:19][CH2:18][O:17][CH2:16][CH2:15]2)[C:5]([CH2:11][CH3:12])=[C:6]([CH:10]=1)[C:7]([OH:9])=O.CN(C(ON1N=NC2C=CC=CC1=2)=[N+](C)C)C.F[P-](F)(F)(F)(F)F.C(N(C(C)C)C(C)C)C.[NH2:55][CH2:56][C:57]1[C:58](=[O:65])[NH:59][C:60]([CH3:64])=[CH:61][C:62]=1[CH3:63]. (2) Reactant: [CH3:1][C@@H:2]1[CH2:7][CH2:6][CH2:5][CH2:4][C@H:3]1O.C1(P(C2C=CC=CC=2)C2C=CC=CC=2)C=CC=CC=1.N(C(OCC)=O)=NC(OCC)=O.C1(P([N:54]=[N+:55]=[N-:56])(C2C=CC=CC=2)=O)C=CC=CC=1. Product: [N:54]([C@@H:3]1[CH2:4][CH2:5][CH2:6][CH2:7][C@@H:2]1[CH3:1])=[N+:55]=[N-:56]. The catalyst class is: 20. (3) Reactant: CO[CH:3](OC)[CH2:4][NH:5][C:6](=[O:19])[C:7]([NH:9][CH2:10][C:11]1[CH:16]=[CH:15][C:14]([O:17][CH3:18])=[CH:13][CH:12]=1)=[O:8].C(O)(C(F)(F)F)=O. Product: [OH:19][C:6]1[C:7](=[O:8])[N:9]([CH2:10][C:11]2[CH:12]=[CH:13][C:14]([O:17][CH3:18])=[CH:15][CH:16]=2)[CH:3]=[CH:4][N:5]=1. The catalyst class is: 52. (4) Reactant: [NH2:1][C:2]1[CH:7]=[CH:6][C:5]([C:8]([P:12](=[O:15])([OH:14])[OH:13])([OH:11])[PH2:9]=[O:10])=[CH:4][CH:3]=1.C([Si](C)(C)[O:21][C:22]1[CH:23]=[C:24]([CH2:28][CH2:29][N:30]2[CH:38]=[N:37][C:36]3[C:31]2=[N:32][C:33]([F:40])=[N:34][C:35]=3Cl)[CH:25]=[CH:26][CH:27]=1)(C)(C)C.C(N(CC)C(C)C)(C)C. Product: [F:40][C:33]1[N:32]=[C:31]2[C:36]([N:37]=[CH:38][N:30]2[CH2:29][CH2:28][C:24]2[CH:25]=[CH:26][CH:27]=[C:22]([OH:21])[CH:23]=2)=[C:35]([NH:1][C:2]2[CH:3]=[CH:4][C:5]([C:8]([P:12](=[O:13])([OH:14])[OH:15])([OH:11])[PH2:9]=[O:10])=[CH:6][CH:7]=2)[N:34]=1. The catalyst class is: 16. (5) Reactant: [Cl:1][C:2]1[C:3]([F:34])=[C:4]([NH:8][C:9]2[C:18]3[C:13](=[CH:14][C:15]([O:32][CH3:33])=[C:16]([CH2:19][N:20]([CH3:31])[C:21]4([C:27]([NH:29][CH3:30])=[O:28])[CH2:26][CH2:25][CH2:24][NH:23][CH2:22]4)[CH:17]=3)[N:12]=[CH:11][N:10]=2)[CH:5]=[CH:6][CH:7]=1.C(N(C(C)C)CC)(C)C.[CH3:44][S:45](Cl)(=[O:47])=[O:46]. Product: [Cl:1][C:2]1[C:3]([F:34])=[C:4]([NH:8][C:9]2[C:18]3[C:13](=[CH:14][C:15]([O:32][CH3:33])=[C:16]([CH2:19][N:20]([CH3:31])[C:21]4([C:27]([NH:29][CH3:30])=[O:28])[CH2:26][CH2:25][CH2:24][N:23]([S:45]([CH3:44])(=[O:47])=[O:46])[CH2:22]4)[CH:17]=3)[N:12]=[CH:11][N:10]=2)[CH:5]=[CH:6][CH:7]=1. The catalyst class is: 4. (6) Product: [Cl:1][C:2]1[CH:3]=[CH:4][C:5]([C:8]2[CH:13]=[CH:12][CH:11]=[CH:10][C:9]=2[C@H:14]([NH:30][S@:31]([C:33]([CH3:34])([CH3:35])[CH3:36])=[O:32])[CH:15]2[CH2:16][CH2:17][N:18]([C:21]3[CH:22]=[CH:23][C:24]([C:25]([NH:77][S:74]([C:71]4[CH:72]=[CH:73][C:68]([NH:67][C@H:58]([CH2:57][CH2:56][N:53]5[CH2:54][CH2:55][O:50][CH2:51][CH2:52]5)[CH2:59][S:60][C:61]5[CH:66]=[CH:65][CH:64]=[CH:63][CH:62]=5)=[C:69]([S:78]([C:81]([F:83])([F:84])[F:82])(=[O:80])=[O:79])[CH:70]=4)(=[O:75])=[O:76])=[O:26])=[CH:28][CH:29]=3)[CH2:19][CH2:20]2)=[CH:6][CH:7]=1. The catalyst class is: 79. Reactant: [Cl:1][C:2]1[CH:7]=[CH:6][C:5]([C:8]2[CH:13]=[CH:12][CH:11]=[CH:10][C:9]=2[C@H:14]([NH:30][S@:31]([C:33]([CH3:36])([CH3:35])[CH3:34])=[O:32])[CH:15]2[CH2:20][CH2:19][N:18]([C:21]3[CH:29]=[CH:28][C:24]([C:25](O)=[O:26])=[CH:23][CH:22]=3)[CH2:17][CH2:16]2)=[CH:4][CH:3]=1.C(Cl)CCl.CCN(C(C)C)C(C)C.[O:50]1[CH2:55][CH2:54][N:53]([CH2:56][CH2:57][C@@H:58]([NH:67][C:68]2[CH:73]=[CH:72][C:71]([S:74]([NH2:77])(=[O:76])=[O:75])=[CH:70][C:69]=2[S:78]([C:81]([F:84])([F:83])[F:82])(=[O:80])=[O:79])[CH2:59][S:60][C:61]2[CH:66]=[CH:65][CH:64]=[CH:63][CH:62]=2)[CH2:52][CH2:51]1. (7) Reactant: [O-:1]CC.[Mg+2].[O-]CC.[Mg].[CH3:9][C:10](=[O:15])[CH2:11][CH2:12][CH:13]=O.[N+:16]([C:19]1[CH:27]=[CH:26][CH:25]=[CH:24][C:20]=1[C:21](Cl)=[O:22])([O-:18])=[O:17].Cl. Product: [N+:16]([C:19]1[CH:27]=[CH:26][CH:25]=[CH:24][C:20]=1[C:21]([CH:11]([C:10](=[O:15])[CH3:9])[C:12](=[O:1])[CH3:13])=[O:22])([O-:18])=[O:17]. The catalyst class is: 234.